Dataset: NCI-60 drug combinations with 297,098 pairs across 59 cell lines. Task: Regression. Given two drug SMILES strings and cell line genomic features, predict the synergy score measuring deviation from expected non-interaction effect. (1) Drug 1: CN1C2=C(C=C(C=C2)N(CCCl)CCCl)N=C1CCCC(=O)O.Cl. Drug 2: CC12CCC3C(C1CCC2O)C(CC4=C3C=CC(=C4)O)CCCCCCCCCS(=O)CCCC(C(F)(F)F)(F)F. Cell line: OVCAR-8. Synergy scores: CSS=4.58, Synergy_ZIP=-0.402, Synergy_Bliss=-0.889, Synergy_Loewe=3.87, Synergy_HSA=0.655. (2) Drug 1: C1=NC2=C(N=C(N=C2N1C3C(C(C(O3)CO)O)O)F)N. Drug 2: CC(C)(C#N)C1=CC(=CC(=C1)CN2C=NC=N2)C(C)(C)C#N. Cell line: SF-539. Synergy scores: CSS=5.95, Synergy_ZIP=-1.45, Synergy_Bliss=2.10, Synergy_Loewe=6.09, Synergy_HSA=2.97. (3) Drug 1: CC1=C2C(C(=O)C3(C(CC4C(C3C(C(C2(C)C)(CC1OC(=O)C(C(C5=CC=CC=C5)NC(=O)C6=CC=CC=C6)O)O)OC(=O)C7=CC=CC=C7)(CO4)OC(=O)C)O)C)OC(=O)C. Drug 2: C1=CC=C(C(=C1)C(C2=CC=C(C=C2)Cl)C(Cl)Cl)Cl. Cell line: SW-620. Synergy scores: CSS=2.57, Synergy_ZIP=0.744, Synergy_Bliss=3.22, Synergy_Loewe=2.77, Synergy_HSA=1.80. (4) Drug 1: CC1OCC2C(O1)C(C(C(O2)OC3C4COC(=O)C4C(C5=CC6=C(C=C35)OCO6)C7=CC(=C(C(=C7)OC)O)OC)O)O. Drug 2: C1=NC2=C(N=C(N=C2N1C3C(C(C(O3)CO)O)F)Cl)N. Cell line: KM12. Synergy scores: CSS=27.4, Synergy_ZIP=-11.5, Synergy_Bliss=-8.09, Synergy_Loewe=-5.17, Synergy_HSA=-3.26. (5) Synergy scores: CSS=11.4, Synergy_ZIP=-8.35, Synergy_Bliss=-3.85, Synergy_Loewe=-32.8, Synergy_HSA=-6.68. Cell line: OVCAR3. Drug 1: CC1=C(C(=CC=C1)Cl)NC(=O)C2=CN=C(S2)NC3=CC(=NC(=N3)C)N4CCN(CC4)CCO. Drug 2: C1=NNC2=C1C(=O)NC=N2. (6) Drug 1: CC=C1C(=O)NC(C(=O)OC2CC(=O)NC(C(=O)NC(CSSCCC=C2)C(=O)N1)C(C)C)C(C)C. Drug 2: C(CN)CNCCSP(=O)(O)O. Cell line: OVCAR-4. Synergy scores: CSS=26.6, Synergy_ZIP=0.0485, Synergy_Bliss=0.491, Synergy_Loewe=-46.0, Synergy_HSA=-2.29. (7) Drug 1: COC1=C(C=C2C(=C1)N=CN=C2NC3=CC(=C(C=C3)F)Cl)OCCCN4CCOCC4. Drug 2: C1C(C(OC1N2C=NC(=NC2=O)N)CO)O. Cell line: MCF7. Synergy scores: CSS=20.3, Synergy_ZIP=-2.33, Synergy_Bliss=-0.0480, Synergy_Loewe=4.59, Synergy_HSA=5.42. (8) Drug 1: CN(C)C1=NC(=NC(=N1)N(C)C)N(C)C. Drug 2: CC1=C(C(=CC=C1)Cl)NC(=O)C2=CN=C(S2)NC3=CC(=NC(=N3)C)N4CCN(CC4)CCO. Cell line: SK-OV-3. Synergy scores: CSS=21.3, Synergy_ZIP=1.80, Synergy_Bliss=5.30, Synergy_Loewe=-15.7, Synergy_HSA=3.51. (9) Drug 1: C1CCC(C1)C(CC#N)N2C=C(C=N2)C3=C4C=CNC4=NC=N3. Drug 2: C1CN(CCN1C(=O)CCBr)C(=O)CCBr. Cell line: HCT116. Synergy scores: CSS=14.8, Synergy_ZIP=-5.75, Synergy_Bliss=1.37, Synergy_Loewe=-6.29, Synergy_HSA=-0.501.